From a dataset of Reaction yield outcomes from USPTO patents with 853,638 reactions. Predict the reaction yield, written as a fraction of the theoretical maximum amount of product (1.0 means a 100% yield; for example, 0.34 means a 34% yield). (1) The reactants are [Br:1][CH2:2][C:3]1[CH:11]=[CH:10][CH:9]=[CH:8][C:4]=1[C:5]([OH:7])=[O:6].[CH2:12](O)[C:13]([Cl:16])([Cl:15])[Cl:14].O. The catalyst is CN(C1C=CN=CC=1)C.C(Cl)Cl. The product is [Cl:14][C:13]([Cl:16])([Cl:15])[CH2:12][O:6][C:5](=[O:7])[C:4]1[CH:8]=[CH:9][CH:10]=[CH:11][C:3]=1[CH2:2][Br:1]. The yield is 0.500. (2) The reactants are [F:1][C:2]([F:24])([F:23])[C@@H:3]1[CH2:8][CH2:7][C@H:6]([O:9][C:10]2[CH:11]=[C:12]3[C:17](=[CH:18][CH:19]=2)[CH:16]=[C:15]([C:20](=[O:22])[CH3:21])[CH:14]=[CH:13]3)[CH2:5][CH2:4]1.C1C(=O)N([I:32])C(=O)C1.C(O)(C(F)(F)F)=O. The catalyst is CC#N. The product is [I:32][C:11]1[C:10]([O:9][C@H:6]2[CH2:7][CH2:8][C@@H:3]([C:2]([F:23])([F:24])[F:1])[CH2:4][CH2:5]2)=[CH:19][CH:18]=[C:17]2[C:12]=1[CH:13]=[CH:14][C:15]([C:20](=[O:22])[CH3:21])=[CH:16]2. The yield is 0.900. (3) The reactants are Cl(O)(=O)(=O)=O.[C:6]1([C:12]#[C:13][C:14]2[S:18][C:17]([CH:19]=O)=[CH:16][CH:15]=2)[CH:11]=[CH:10][CH:9]=[CH:8][CH:7]=1.[CH:21]1([N+:26]#[C-:27])[CH2:25][CH2:24][CH2:23][CH2:22]1.[NH2:28][C:29]1[CH:34]=[N:33][CH:32]=[CH:31][N:30]=1.[Na+].[Cl-]. The catalyst is CO.C(Cl)Cl. The product is [CH:21]1([NH:26][C:27]2[N:30]3[CH:31]=[CH:32][N:33]=[CH:34][C:29]3=[N:28][C:19]=2[C:17]2[S:18][C:14]([C:13]#[C:12][C:6]3[CH:11]=[CH:10][CH:9]=[CH:8][CH:7]=3)=[CH:15][CH:16]=2)[CH2:25][CH2:24][CH2:23][CH2:22]1. The yield is 0.470.